Dataset: Forward reaction prediction with 1.9M reactions from USPTO patents (1976-2016). Task: Predict the product of the given reaction. (1) Given the reactants [CH:1]([S:4]([CH2:7][C@H:8]1[C@@H:13]([N:14]2[CH2:18][CH2:17][C@H:16]([NH:19][C:20](=[O:31])[C:21]3[CH:26]=[CH:25][CH:24]=[C:23]([C:27]([F:30])([F:29])[F:28])[CH:22]=3)[C:15]2=[O:32])[CH2:12][CH2:11][N:10](C(OC(C)(C)C)=O)[CH2:9]1)(=[O:6])=[O:5])([CH3:3])[CH3:2].FC(F)(F)C(O)=O.C([O-])(O)=O.[Na+], predict the reaction product. The product is: [CH:1]([S:4]([CH2:7][C@H:8]1[C@@H:13]([N:14]2[CH2:18][CH2:17][C@H:16]([NH:19][C:20](=[O:31])[C:21]3[CH:26]=[CH:25][CH:24]=[C:23]([C:27]([F:28])([F:30])[F:29])[CH:22]=3)[C:15]2=[O:32])[CH2:12][CH2:11][NH:10][CH2:9]1)(=[O:5])=[O:6])([CH3:3])[CH3:2]. (2) The product is: [ClH:27].[F:11][C:10]([F:13])([F:12])[C:8]1[CH:7]=[CH:6][C:5]2[NH:14][C:15]3[S:19][C:18]4[CH:20]=[CH:21][CH:22]=[CH:23][C:17]=4[C:16]=3[C:24]([NH2:25])=[N:1][C:4]=2[CH:9]=1. Given the reactants [N+:1]([C:4]1[CH:9]=[C:8]([C:10]([F:13])([F:12])[F:11])[CH:7]=[CH:6][C:5]=1[NH:14][C:15]1[S:19][C:18]2[CH:20]=[CH:21][CH:22]=[CH:23][C:17]=2[C:16]=1[C:24]#[N:25])([O-])=O.[Sn](Cl)[Cl:27], predict the reaction product. (3) Given the reactants [CH2:1]([O:3][C:4]1[CH:9]=[CH:8][C:7]([C:10]2[C:15](=[O:16])[N:14]3[CH:17]=[CH:18][S:19][C:13]3=[N:12][C:11]=2[CH3:20])=[CH:6][CH:5]=1)[CH3:2].[CH:21]1(CBr)C[CH2:22]1.C([O-])([O-])=O.[Cs+].[Cs+], predict the reaction product. The product is: [CH:2]1([CH2:1][O:3][C:4]2[CH:5]=[CH:6][C:7]([C:10]3[C:15](=[O:16])[N:14]4[CH:17]=[CH:18][S:19][C:13]4=[N:12][C:11]=3[CH3:20])=[CH:8][CH:9]=2)[CH2:22][CH2:21]1. (4) Given the reactants [Cl:1][C:2]1[CH:7]=[CH:6][CH:5]=[C:4]([Cl:8])[C:3]=1[C:9]1[NH:13][C:12](=[O:14])[N:11]([C:15]2[CH:24]=[CH:23][C:18]([C:19]([O:21]C)=O)=[C:17]([O:25][CH3:26])[CH:16]=2)[N:10]=1.[Cl:27][C:28]1[CH:37]=[CH:36][C:31]([C:32](=[NH:35])[NH:33]O)=[CH:30][CH:29]=1.[H-].[Na+], predict the reaction product. The product is: [Cl:27][C:28]1[CH:37]=[CH:36][C:31]([C:32]2[N:35]=[C:19]([C:18]3[CH:23]=[CH:24][C:15]([N:11]4[C:12](=[O:14])[NH:13][C:9]([C:3]5[C:2]([Cl:1])=[CH:7][CH:6]=[CH:5][C:4]=5[Cl:8])=[N:10]4)=[CH:16][C:17]=3[O:25][CH3:26])[O:21][N:33]=2)=[CH:30][CH:29]=1. (5) Given the reactants [F:1][C:2]1[CH:17]=[CH:16][CH:15]=[CH:14][C:3]=1[O:4][C:5]1[CH:13]=[CH:12][C:8]([C:9]([OH:11])=[O:10])=[CH:7][CH:6]=1.[F:18]C1C=C(OC2C=CC=CC=2F)C=CC=1C=O, predict the reaction product. The product is: [F:18][C:12]1[CH:13]=[C:5]([O:4][C:3]2[CH:14]=[CH:15][CH:16]=[CH:17][C:2]=2[F:1])[CH:6]=[CH:7][C:8]=1[C:9]([OH:11])=[O:10].